Task: Predict the reactants needed to synthesize the given product.. Dataset: Full USPTO retrosynthesis dataset with 1.9M reactions from patents (1976-2016) (1) Given the product [C:1]([O:5][C:6](=[O:21])[CH2:7][O:8][C:9]1[C:14]2[CH2:15][CH2:16][CH2:17][CH2:18][CH:19]([NH:20][S:33]([C:25]3[CH:26]=[C:27]([C:29]([F:30])([F:31])[F:32])[CH:28]=[C:23]([Br:22])[CH:24]=3)(=[O:35])=[O:34])[C:13]=2[CH:12]=[CH:11][CH:10]=1)([CH3:4])([CH3:2])[CH3:3], predict the reactants needed to synthesize it. The reactants are: [C:1]([O:5][C:6](=[O:21])[CH2:7][O:8][C:9]1[C:14]2[CH2:15][CH2:16][CH2:17][CH2:18][CH:19]([NH2:20])[C:13]=2[CH:12]=[CH:11][CH:10]=1)([CH3:4])([CH3:3])[CH3:2].[Br:22][C:23]1[CH:24]=[C:25]([S:33](Cl)(=[O:35])=[O:34])[CH:26]=[C:27]([C:29]([F:32])([F:31])[F:30])[CH:28]=1.C(N(C(C)C)CC)(C)C. (2) Given the product [C:1]([O:5][C:6](=[O:16])[C:7]1[CH:12]=[C:11]([O:13][CH3:14])[N:10]=[C:9]([N:21]([CH2:20][CH:17]=[CH2:18])[CH3:23])[CH:8]=1)([CH3:4])([CH3:3])[CH3:2], predict the reactants needed to synthesize it. The reactants are: [C:1]([O:5][C:6](=[O:16])[C:7]1[CH:12]=[C:11]([O:13][CH3:14])[N:10]=[C:9](Cl)[CH:8]=1)([CH3:4])([CH3:3])[CH3:2].[CH2:17]([CH2:20][NH2:21])[CH:18]=C.O1CCOC[CH2:23]1. (3) Given the product [OH:33][C:27]([C:29]([F:32])([F:31])[F:30])=[O:28].[NH2:8][C@@H:9]([CH2:20][C:21]1[CH:26]=[CH:25][CH:24]=[CH:23][N:22]=1)[C:10]([O:12][CH2:13][C:14]1[CH:19]=[CH:18][CH:17]=[CH:16][CH:15]=1)=[O:11], predict the reactants needed to synthesize it. The reactants are: C(OC([NH:8][C@@H:9]([CH2:20][C:21]1[CH:26]=[CH:25][CH:24]=[CH:23][N:22]=1)[C:10]([O:12][CH2:13][C:14]1[CH:19]=[CH:18][CH:17]=[CH:16][CH:15]=1)=[O:11])=O)(C)(C)C.[C:27]([OH:33])([C:29]([F:32])([F:31])[F:30])=[O:28]. (4) Given the product [CH3:21][O:20][C:16]1[CH:15]=[C:14]([N:9]2[CH:10]=[CH:11][C:12](=[O:13])[C:7]([C:5]3[N:29]([C:23]4[CH:28]=[CH:27][CH:26]=[CH:25][CH:24]=4)[N:2]=[CH:3][CH:4]=3)=[N:8]2)[CH:19]=[CH:18][CH:17]=1, predict the reactants needed to synthesize it. The reactants are: C[N:2](C)[CH:3]=[CH:4][C:5]([C:7]1[C:12](=[O:13])[CH:11]=[CH:10][N:9]([C:14]2[CH:19]=[CH:18][CH:17]=[C:16]([O:20][CH3:21])[CH:15]=2)[N:8]=1)=O.[C:23]1([NH:29]N)[CH:28]=[CH:27][CH:26]=[CH:25][CH:24]=1. (5) Given the product [CH:38]1([C:2]2[CH:33]=[CH:32][C:5]([CH2:6][N:7]3[C:15]4[C:10](=[CH:11][C:12]([CH:16]=[C:17]5[S:21][C:20]([N:22]6[CH2:23][CH2:24][N:25]([CH2:28][CH2:29][OH:30])[CH2:26][CH2:27]6)=[N:19][C:18]5=[O:31])=[CH:13][CH:14]=4)[CH:9]=[N:8]3)=[C:4]([C:34]([F:35])([F:37])[F:36])[CH:3]=2)[CH2:40][CH2:39]1, predict the reactants needed to synthesize it. The reactants are: Br[C:2]1[CH:33]=[CH:32][C:5]([CH2:6][N:7]2[C:15]3[C:10](=[CH:11][C:12]([CH:16]=[C:17]4[S:21][C:20]([N:22]5[CH2:27][CH2:26][N:25]([CH2:28][CH2:29][OH:30])[CH2:24][CH2:23]5)=[N:19][C:18]4=[O:31])=[CH:13][CH:14]=3)[CH:9]=[N:8]2)=[C:4]([C:34]([F:37])([F:36])[F:35])[CH:3]=1.[CH:38]1(B(O)O)[CH2:40][CH2:39]1.